Dataset: Peptide-MHC class II binding affinity with 134,281 pairs from IEDB. Task: Regression. Given a peptide amino acid sequence and an MHC pseudo amino acid sequence, predict their binding affinity value. This is MHC class II binding data. (1) The binding affinity (normalized) is 0.0450. The MHC is DRB1_1201 with pseudo-sequence DRB1_1201. The peptide sequence is LIGNGGAGGAGGVGA. (2) The peptide sequence is KPVSQMRMATPLLMRPL. The MHC is H-2-IAb with pseudo-sequence H-2-IAb. The binding affinity (normalized) is 0.595. (3) The peptide sequence is DDRFGLALSHLNAMS. The MHC is DRB1_0901 with pseudo-sequence DRB1_0901. The binding affinity (normalized) is 0.719. (4) The peptide sequence is GELQIVDKIDAAFKI. The MHC is DRB5_0101 with pseudo-sequence DRB5_0101. The binding affinity (normalized) is 0.740. (5) The peptide sequence is EITPQASTTEAILPE. The MHC is DRB1_0405 with pseudo-sequence DRB1_0405. The binding affinity (normalized) is 0.396. (6) The peptide sequence is RQHGSEEWEPLTKKG. The MHC is DRB1_0405 with pseudo-sequence DRB1_0405. The binding affinity (normalized) is 0.0301. (7) The peptide sequence is DKRHDGGCRKELAAV. The MHC is HLA-DQA10301-DQB10302 with pseudo-sequence HLA-DQA10301-DQB10302. The binding affinity (normalized) is 0.0437. (8) The peptide sequence is REALAQTHSAIAVII. The MHC is HLA-DPA10201-DPB10501 with pseudo-sequence HLA-DPA10201-DPB10501. The binding affinity (normalized) is 0.233. (9) The peptide sequence is APGDSPNTDGIHIGD. The MHC is HLA-DQA10501-DQB10301 with pseudo-sequence HLA-DQA10501-DQB10301. The binding affinity (normalized) is 0.0738.